From a dataset of Forward reaction prediction with 1.9M reactions from USPTO patents (1976-2016). Predict the product of the given reaction. (1) Given the reactants [C:1]([C:4](=[CH:17][C:18]1[CH:23]=[C:22]([Cl:24])[CH:21]=[C:20]([Cl:25])[CH:19]=1)[C:5]([NH:7][CH2:8][CH2:9][CH2:10][C:11]1[CH:16]=[CH:15][CH:14]=[CH:13][CH:12]=1)=[O:6])(=O)[CH3:2].[CH3:26][C:27]([C:30]([NH2:32])=[NH:31])([CH3:29])[CH3:28].Cl.C([O-])(=O)C.[Na+], predict the reaction product. The product is: [C:27]([C:30]1[N:32]=[C:17]([C:18]2[CH:23]=[C:22]([Cl:24])[CH:21]=[C:20]([Cl:25])[CH:19]=2)[C:4]([C:5]([NH:7][CH2:8][CH2:9][CH2:10][C:11]2[CH:16]=[CH:15][CH:14]=[CH:13][CH:12]=2)=[O:6])=[C:1]([CH3:2])[N:31]=1)([CH3:29])([CH3:28])[CH3:26]. (2) Given the reactants [CH2:1]([C:4]1([S:7]([N:10]2[C:14]3=[CH:15][C:16]4[S:20][CH:19]=[N:18][C:17]=4[C:21]([F:22])=[C:13]3[N:12]([C:23]3[CH:28]=[CH:27][C:26]([I:29])=[CH:25][C:24]=3[F:30])C2=O)(=[O:9])=[O:8])[CH2:6][CH2:5]1)[CH:2]=[CH2:3].C[Si](C)(C)[O-].[K+], predict the reaction product. The product is: [CH2:1]([C:4]1([S:7]([NH:10][C:14]2[C:13]([NH:12][C:23]3[CH:28]=[CH:27][C:26]([I:29])=[CH:25][C:24]=3[F:30])=[C:21]([F:22])[C:17]3[N:18]=[CH:19][S:20][C:16]=3[CH:15]=2)(=[O:9])=[O:8])[CH2:6][CH2:5]1)[CH:2]=[CH2:3].